Predict the reactants needed to synthesize the given product. From a dataset of Full USPTO retrosynthesis dataset with 1.9M reactions from patents (1976-2016). (1) Given the product [C:1]([O:5][CH2:6][CH2:7][CH2:8][CH2:9][CH2:10][CH2:11][CH2:12][CH2:13][CH2:14][CH2:15][CH2:16][CH2:17][CH2:18][CH2:19][CH2:20][CH2:21][CH2:22][CH2:23][CH2:24][CH2:25][CH2:26][CH3:27])(=[O:4])[CH:2]=[CH2:3].[C:28]([O:33][CH2:34][CH2:35][CH2:36][CH2:37][CH2:38][CH2:39][CH2:40][CH2:41][CH2:42][CH2:43][CH2:44][CH3:45])(=[O:32])[C:29]([CH3:31])=[CH2:30].[CH2:46]=[CH:47][C:48]1[CH:53]=[CH:52][CH:51]=[CH:50][CH:49]=1, predict the reactants needed to synthesize it. The reactants are: [C:1]([O:5][CH2:6][CH2:7][CH2:8][CH2:9][CH2:10][CH2:11][CH2:12][CH2:13][CH2:14][CH2:15][CH2:16][CH2:17][CH2:18][CH2:19][CH2:20][CH2:21][CH2:22][CH2:23][CH2:24][CH2:25][CH2:26][CH3:27])(=[O:4])[CH:2]=[CH2:3].[C:28]([O:33][CH2:34][CH2:35][CH2:36][CH2:37][CH2:38][CH2:39][CH2:40][CH2:41][CH2:42][CH2:43][CH2:44][CH3:45])(=[O:32])[C:29]([CH3:31])=[CH2:30].[CH2:46]=[CH:47][C:48]1[CH:53]=[CH:52][CH:51]=[CH:50][CH:49]=1. (2) The reactants are: Cl[CH2:2][C:3]1[O:4][C:5]2[C:6](=[C:8]([C:12]([O:14][CH3:15])=[O:13])[CH:9]=[CH:10][CH:11]=2)[N:7]=1.[NH:16]1[CH2:21][CH2:20][O:19][CH2:18][CH2:17]1. Given the product [O:19]1[CH2:20][CH2:21][N:16]([CH2:2][C:3]2[O:4][C:5]3[C:6](=[C:8]([C:12]([O:14][CH3:15])=[O:13])[CH:9]=[CH:10][CH:11]=3)[N:7]=2)[CH2:17][CH2:18]1, predict the reactants needed to synthesize it.